From a dataset of Full USPTO retrosynthesis dataset with 1.9M reactions from patents (1976-2016). Predict the reactants needed to synthesize the given product. (1) Given the product [O:8]1[CH2:7][CH:6]([CH2:5][OH:4])[O:11][C:10]2=[CH:12][S:13][CH:14]=[C:9]12, predict the reactants needed to synthesize it. The reactants are: C([O:4][CH2:5][CH:6]1[O:11][C:10]2=[CH:12][S:13][CH:14]=[C:9]2[O:8][CH2:7]1)(=O)C.[OH-].[Na+]. (2) Given the product [Cl:29][C:6]1[CH:5]=[N+:4]([O-:30])[CH:3]=[C:2]([Cl:1])[C:7]=1[CH2:8][C:9]([C:11]1[C:26]2[O:25][CH2:24][C:18]3([CH2:23][O:22][CH2:21][O:20][CH2:19]3)[CH2:17][O:16][C:15]=2[C:14]([O:27][CH3:28])=[CH:13][CH:12]=1)=[O:10], predict the reactants needed to synthesize it. The reactants are: [Cl:1][C:2]1[CH:3]=[N:4][CH:5]=[C:6]([Cl:29])[C:7]=1[CH2:8][C:9]([C:11]1[C:26]2[O:25][CH2:24][C:18]3([CH2:23][O:22][CH2:21][O:20][CH2:19]3)[CH2:17][O:16][C:15]=2[C:14]([O:27][CH3:28])=[CH:13][CH:12]=1)=[O:10].[OH:30]O. (3) Given the product [F:19][C:15]1[CH:14]=[C:13]([C:29]2[N:30]=[C:31]([C:32]3[CH:33]=[CH:34][CH:35]=[CH:36][CH:37]=3)[C:26]([C:20]3[CH:25]=[CH:24][CH:23]=[CH:22][CH:21]=3)=[N:27][CH:28]=2)[CH:18]=[CH:17][CH:16]=1, predict the reactants needed to synthesize it. The reactants are: CCCCCC.C([Li])CCC.Br[C:13]1[CH:14]=[C:15]([F:19])[CH:16]=[CH:17][CH:18]=1.[C:20]1([C:26]2[C:31]([C:32]3[CH:37]=[CH:36][CH:35]=[CH:34][CH:33]=3)=[N:30][CH:29]=[CH:28][N:27]=2)[CH:25]=[CH:24][CH:23]=[CH:22][CH:21]=1. (4) Given the product [O:17]([C:24]1[CH:25]=[CH:26][C:27]([CH2:28][O:1][CH2:2][C:3]2[CH:4]=[CH:5][C:6]([C:9]3[S:13](=[O:15])(=[O:14])[NH:12][C:11](=[O:16])[CH:10]=3)=[CH:7][CH:8]=2)=[CH:30][CH:31]=1)[C:18]1[CH:19]=[CH:20][CH:21]=[CH:22][CH:23]=1, predict the reactants needed to synthesize it. The reactants are: [OH:1][CH2:2][C:3]1[CH:8]=[CH:7][C:6]([C:9]2[S:13](=[O:15])(=[O:14])[NH:12][C:11](=[O:16])[CH:10]=2)=[CH:5][CH:4]=1.[O:17]([C:24]1[CH:31]=[CH:30][C:27]([CH:28]=O)=[CH:26][CH:25]=1)[C:18]1[CH:23]=[CH:22][CH:21]=[CH:20][CH:19]=1.C([SiH](CC)CC)C.